Predict the product of the given reaction. From a dataset of Forward reaction prediction with 1.9M reactions from USPTO patents (1976-2016). (1) Given the reactants [CH3:1][O:2][C:3]1[CH:20]=[C:19]([O:21][CH3:22])[CH:18]=[CH:17][C:4]=1[CH2:5][NH:6][C:7]([C:9]1[C:13]([N+:14]([O-])=O)=[CH:12][NH:11][N:10]=1)=[O:8], predict the reaction product. The product is: [NH2:14][C:13]1[C:9]([C:7]([NH:6][CH2:5][C:4]2[CH:17]=[CH:18][C:19]([O:21][CH3:22])=[CH:20][C:3]=2[O:2][CH3:1])=[O:8])=[N:10][NH:11][CH:12]=1. (2) Given the reactants [F:1][C:2]1[CH:3]=[C:4]2[C:11](=[CH:12][CH:13]=1)[C:7]([CH2:8][CH2:9][NH2:10])=[CH:6][NH:5]2.Cl.[C:15](OCC)(=O)C.Cl.[OH-].[Na+], predict the reaction product. The product is: [F:1][C:2]1[CH:3]=[C:4]2[C:11]([C:7]3[CH2:8][CH2:9][NH:10][CH2:15][C:6]=3[NH:5]2)=[CH:12][CH:13]=1. (3) Given the reactants [NH2:1][C:2]1[CH:7]=[CH:6][C:5]([C:8]2[C:16]3[C:11](=[N:12][CH:13]=[N:14][C:15]=3[NH2:17])[N:10]([C@H:18]3[CH2:23][CH2:22][C@@H:21]([N:24]4[CH2:29][CH2:28][N:27]([CH3:30])[CH2:26][CH2:25]4)[CH2:20][CH2:19]3)[N:9]=2)=[CH:4][CH:3]=1.Br[CH2:32][C:33]([C:35]1[CH:40]=[CH:39][CH:38]=[CH:37][CH:36]=1)=[O:34].C(N(CC)C(C)C)(C)C.CN(C)C=[O:53], predict the reaction product. The product is: [C:33]([OH:53])(=[O:34])[CH3:35].[C:33]([OH:53])(=[O:34])[CH3:35].[NH2:17][C:15]1[N:14]=[CH:13][N:12]=[C:11]2[N:10]([C@H:18]3[CH2:23][CH2:22][C@@H:21]([N:24]4[CH2:25][CH2:26][N:27]([CH3:30])[CH2:28][CH2:29]4)[CH2:20][CH2:19]3)[N:9]=[C:8]([C:5]3[CH:4]=[CH:3][C:2]([NH:1][CH2:32][C:33]([C:35]4[CH:40]=[CH:39][CH:38]=[CH:37][CH:36]=4)=[O:34])=[CH:7][CH:6]=3)[C:16]=12. (4) Given the reactants Cl[C:2]1[C:11]2[C:6](=[CH:7][C:8]([O:12][CH3:13])=[CH:9][CH:10]=2)[CH:5]=[C:4]([NH:14][C:15]2[CH:19]=[CH:18][NH:17][N:16]=2)[N:3]=1.[Cl:20][C:21]1[CH:22]=[C:23]([OH:27])[CH:24]=[CH:25][CH:26]=1, predict the reaction product. The product is: [Cl:20][C:21]1[CH:22]=[C:23]([CH:24]=[CH:25][CH:26]=1)[O:27][C:2]1[C:11]2[C:6](=[CH:7][C:8]([O:12][CH3:13])=[CH:9][CH:10]=2)[CH:5]=[C:4]([NH:14][C:15]2[CH:19]=[CH:18][NH:17][N:16]=2)[N:3]=1. (5) The product is: [C:1]([CH2:3][CH:4]([CH:5]1[CH2:9][CH2:8][N:7]([C:10]([O:12][CH2:13][C:14]2[CH:15]=[CH:16][CH:17]=[CH:18][CH:19]=2)=[O:11])[CH2:6]1)[N:50]1[CH:54]=[C:53]([C:55]2[C:56]3[CH:63]=[CH:62][N:61]([CH2:64][O:65][CH2:66][CH2:67][Si:68]([CH3:71])([CH3:70])[CH3:69])[C:57]=3[N:58]=[CH:59][N:60]=2)[CH:52]=[N:51]1)#[N:2]. Given the reactants [C:1](/[CH:3]=[CH:4]/[CH:5]1[CH2:9][CH2:8][N:7]([C:10]([O:12][CH2:13][C:14]2[CH:19]=[CH:18][CH:17]=[CH:16][CH:15]=2)=[O:11])[CH2:6]1)#[N:2].C(/C=C\C1CCN(C(OCC2C=CC=CC=2)=O)C1)#N.C1CCN2C(=NCCC2)CC1.[NH:50]1[CH:54]=[C:53]([C:55]2[C:56]3[CH:63]=[CH:62][N:61]([CH2:64][O:65][CH2:66][CH2:67][Si:68]([CH3:71])([CH3:70])[CH3:69])[C:57]=3[N:58]=[CH:59][N:60]=2)[CH:52]=[N:51]1, predict the reaction product. (6) Given the reactants [O:1]1[CH2:3][CH:2]1[CH2:4][N:5]1[C:13](=[O:14])[C:12]2[C:7](=[CH:8][CH:9]=[CH:10][CH:11]=2)[C:6]1=[O:15].[Cl:16][C:17]1[CH:18]=[C:19]([CH:25]=[CH:26][C:27]=1[Cl:28])[CH2:20][NH:21][CH2:22]CO.[C:29]1(P(C2C=CC=CC=2)C2C=CC=CC=2)C=CC=CC=1.N(C(OC(C)C)=O)=NC(OC(C)C)=O.Cl, predict the reaction product. The product is: [Cl:16][C:17]1[CH:18]=[C:19]([CH:25]=[CH:26][C:27]=1[Cl:28])[CH2:20][N:21]1[CH2:29][CH2:3][O:1][CH:2]([CH2:4][N:5]2[C:6](=[O:15])[C:7]3[C:12](=[CH:11][CH:10]=[CH:9][CH:8]=3)[C:13]2=[O:14])[CH2:22]1. (7) Given the reactants [NH:1]1[C:5]2=[CH:6][N:7]=[C:8]([NH:10][C:11]3[C:12]4[C:19]5[CH2:20][CH2:21][C@H:22]([C:24](O)=[O:25])[CH2:23][C:18]=5[S:17][C:13]=4[N:14]=[CH:15][N:16]=3)[CH:9]=[C:4]2[CH:3]=[N:2]1.[CH3:27][NH:28][CH2:29][CH3:30], predict the reaction product. The product is: [CH2:29]([N:28]([CH3:27])[C:24]([C@H:22]1[CH2:21][CH2:20][C:19]2[C:12]3[C:11]([NH:10][C:8]4[CH:9]=[C:4]5[CH:3]=[N:2][NH:1][C:5]5=[CH:6][N:7]=4)=[N:16][CH:15]=[N:14][C:13]=3[S:17][C:18]=2[CH2:23]1)=[O:25])[CH3:30].